From a dataset of Reaction yield outcomes from USPTO patents with 853,638 reactions. Predict the reaction yield, written as a fraction of the theoretical maximum amount of product (1.0 means a 100% yield; for example, 0.34 means a 34% yield). The reactants are [F:1][C:2]1[CH:36]=[CH:35][C:5]([C:6]([NH:8][C:9]2[N:13]([C@@H:14]3[CH2:19][CH2:18][C@H:17]([C:20]([O:22]C)=[O:21])[CH2:16][CH2:15]3)[C:12]3[CH:24]=[C:25]([CH2:28][N:29]4[CH2:34][CH2:33][CH2:32][CH2:31][CH2:30]4)[CH:26]=[CH:27][C:11]=3[N:10]=2)=[O:7])=[CH:4][CH:3]=1.CO.[OH-].[Na+].[ClH:41]. The catalyst is CCOCC. The product is [ClH:41].[F:1][C:2]1[CH:36]=[CH:35][C:5]([C:6]([NH:8][C:9]2[N:13]([C@@H:14]3[CH2:19][CH2:18][C@H:17]([C:20]([OH:22])=[O:21])[CH2:16][CH2:15]3)[C:12]3[CH:24]=[C:25]([CH2:28][N:29]4[CH2:34][CH2:33][CH2:32][CH2:31][CH2:30]4)[CH:26]=[CH:27][C:11]=3[N:10]=2)=[O:7])=[CH:4][CH:3]=1. The yield is 0.910.